Predict the reactants needed to synthesize the given product. From a dataset of Full USPTO retrosynthesis dataset with 1.9M reactions from patents (1976-2016). (1) Given the product [Br:1][CH2:2][C:3]([C:5]1[CH:10]=[CH:9][C:8]([NH:11][C:12](=[O:15])[O:13][CH3:14])=[CH:7][C:6]=1[O:16][CH2:17][CH2:18][CH2:19][CH:20]=[CH2:22])=[O:4], predict the reactants needed to synthesize it. The reactants are: [Br:1][CH2:2][C:3]([C:5]1[CH:10]=[CH:9][C:8]([NH:11][C:12](=[O:15])[O:13][CH3:14])=[CH:7][C:6]=1[O:16][CH2:17][CH2:18][CH:19]=[CH2:20])=[O:4].Br[CH2:22]CCC=C. (2) The reactants are: C(OC([N:8]1[CH:15]2[CH:11]([N:12]([C:25]([O:27][CH2:28][C:29]3[CH:34]=[CH:33][CH:32]=[CH:31][CH:30]=3)=[O:26])[CH2:13][CH:14]2[C:16](=[O:24])[NH:17][C:18]2[CH:23]=[CH:22][CH:21]=[CH:20][CH:19]=2)[CH2:10][CH2:9]1)=O)(C)(C)C.C(O)(C(F)(F)F)=O. Given the product [CH2:28]([O:27][C:25]([N:12]1[CH2:13][CH:14]([C:16](=[O:24])[NH:17][C:18]2[CH:19]=[CH:20][CH:21]=[CH:22][CH:23]=2)[CH:15]2[NH:8][CH2:9][CH2:10][CH:11]12)=[O:26])[C:29]1[CH:30]=[CH:31][CH:32]=[CH:33][CH:34]=1, predict the reactants needed to synthesize it. (3) Given the product [CH3:27][C:2]1([CH3:1])[O:3][C:4](=[O:26])[C@H:5]([C@@H:7]([C:8]([N:64]2[CH2:69][CH2:68][N:67]([C:70]3[CH:75]=[CH:74][CH:73]=[CH:72][N:71]=3)[CH2:66][C@@H:65]2[CH3:76])=[O:10])[CH2:22][CH:23]([CH3:24])[CH3:25])[O:6]1, predict the reactants needed to synthesize it. The reactants are: [CH3:1][C:2]1([CH3:27])[O:6][C@@H:5]([C@H:7]([CH2:22][CH:23]([CH3:25])[CH3:24])[C:8]([O:10]C2C(F)=C(F)C(F)=C(F)C=2F)=O)[C:4](=[O:26])[O:3]1.ONC(=O)[C@@H](O)[C@@H](C(N1CCN(C2C=CC=CN=2)CC1)=O)CC(C)C.ONC(=O)[C@@H](O)[C@@H](C([N:64]1[CH2:69][CH2:68][N:67]([C:70]2[CH:75]=[CH:74][CH:73]=[CH:72][N:71]=2)[CH2:66][C@H:65]1[CH3:76])=O)CC(C)C.O. (4) Given the product [Br:14][CH2:15][CH2:16][C:17]([O:4][CH2:3][C:2]([F:6])([F:5])[F:1])=[O:18], predict the reactants needed to synthesize it. The reactants are: [F:1][C:2]([F:6])([F:5])[CH2:3][OH:4].C(N(CC)CC)C.[Br:14][CH2:15][CH2:16][C:17](Cl)=[O:18]. (5) Given the product [CH3:27][O:26][C:21]1[C:22]([CH:31]=[O:32])=[CH:23][CH:24]=[CH:25][C:20]=1[C:14]1[CH:15]=[CH:16][CH:17]=[CH:18][CH:19]=1, predict the reactants needed to synthesize it. The reactants are: CN(CCN(C)C)C.[Li]CCCC.[C:14]1([C:20]2[CH:25]=[CH:24][CH:23]=[CH:22][C:21]=2[O:26][CH3:27])[CH:19]=[CH:18][CH:17]=[CH:16][CH:15]=1.CN([CH:31]=[O:32])C. (6) Given the product [NH2:7][CH:4]1[CH2:3][CH2:2][N:1]([CH2:44][C:41]2[CH:42]=[CH:43][C:38]([C:36]3[S:37][C:30]4[C:31](=[N:32][CH:33]=[CH:34][C:29]=4[O:28][C:25]4[CH:26]=[CH:27][C:22]([NH:21][C:19]([NH:18][CH:15]5[CH2:16][CH2:17]5)=[O:20])=[CH:23][C:24]=4[F:46])[CH:35]=3)=[N:39][CH:40]=2)[CH2:6][CH2:5]1, predict the reactants needed to synthesize it. The reactants are: [NH:1]1[CH2:6][CH2:5][CH:4]([NH:7]C(=O)OC(C)(C)C)[CH2:3][CH2:2]1.[CH:15]1([NH:18][C:19]([NH:21][C:22]2[CH:27]=[CH:26][C:25]([O:28][C:29]3[CH:34]=[CH:33][N:32]=[C:31]4[CH:35]=[C:36]([C:38]5[CH:43]=[CH:42][C:41]([CH:44]=O)=[CH:40][N:39]=5)[S:37][C:30]=34)=[C:24]([F:46])[CH:23]=2)=[O:20])[CH2:17][CH2:16]1.[BH-](OC(C)=O)(OC(C)=O)OC(C)=O.[Na+].C([O-])(O)=O.[Na+]. (7) Given the product [CH3:1][O:2][C:3]1[CH:19]=[C:18]([O:20][CH3:21])[CH:17]=[CH:16][C:4]=1[CH2:5][N:6]([CH2:33][C:32]1[CH:35]=[CH:36][C:29]([C:23]([CH3:22])([CH3:28])[CH2:24][CH2:25][CH2:26][CH3:27])=[CH:30][CH:31]=1)[S:7]([C:10]1[CH:11]=[CH:12][N:13]=[CH:14][CH:15]=1)(=[O:9])=[O:8], predict the reactants needed to synthesize it. The reactants are: [CH3:1][O:2][C:3]1[CH:19]=[C:18]([O:20][CH3:21])[CH:17]=[CH:16][C:4]=1[CH2:5][NH:6][S:7]([C:10]1[CH:15]=[CH:14][N:13]=[CH:12][CH:11]=1)(=[O:9])=[O:8].[CH3:22][C:23]([C:29]1[CH:36]=[CH:35][C:32]([CH2:33]O)=[CH:31][CH:30]=1)([CH3:28])[CH2:24][CH2:25][CH2:26][CH3:27].C(P(CCCC)CCCC)CCC.CN(C)C(N=NC(N(C)C)=O)=O. (8) The reactants are: [F:1][C:2]1[CH:31]=[CH:30][C:5]([CH2:6][N:7]2[C:11](=[O:12])[N:10]([C:13]3[CH:17]=[C:16]([C:18]([OH:20])=O)[N:15]([CH2:21][C:22]4[CH:27]=[CH:26][C:25]([O:28][CH3:29])=[CH:24][CH:23]=4)[N:14]=3)[CH:9]=[N:8]2)=[CH:4][CH:3]=1.ON1C2C=CC=CC=2N=N1.F[B-](F)(F)F.N1(OC(N(C)C)=[N+](C)C)C2C=CC=CC=2N=N1.C(N(CC)C(C)C)(C)C.[N:73]1[CH:78]=[CH:77][CH:76]=[C:75]([CH2:79][NH2:80])[CH:74]=1. Given the product [F:1][C:2]1[CH:3]=[CH:4][C:5]([CH2:6][N:7]2[C:11](=[O:12])[N:10]([C:13]3[CH:17]=[C:16]([C:18]([NH:80][CH2:79][C:75]4[CH:74]=[N:73][CH:78]=[CH:77][CH:76]=4)=[O:20])[N:15]([CH2:21][C:22]4[CH:27]=[CH:26][C:25]([O:28][CH3:29])=[CH:24][CH:23]=4)[N:14]=3)[CH:9]=[N:8]2)=[CH:30][CH:31]=1, predict the reactants needed to synthesize it.